Dataset: Forward reaction prediction with 1.9M reactions from USPTO patents (1976-2016). Task: Predict the product of the given reaction. (1) Given the reactants [Br:1][C:2]1[CH:3]=[C:4]([F:12])[C:5]([O:10][CH3:11])=[C:6]([CH:9]=1)[CH2:7][OH:8].N1C=CN=C1.Cl[Si:19]([C:32]([CH3:35])([CH3:34])[CH3:33])([C:26]1[CH:31]=[CH:30][CH:29]=[CH:28][CH:27]=1)[C:20]1[CH:25]=[CH:24][CH:23]=[CH:22][CH:21]=1, predict the reaction product. The product is: [Br:1][C:2]1[CH:3]=[C:4]([F:12])[C:5]([O:10][CH3:11])=[C:6]([CH:9]=1)[CH2:7][O:8][Si:19]([C:32]([CH3:35])([CH3:34])[CH3:33])([C:26]1[CH:27]=[CH:28][CH:29]=[CH:30][CH:31]=1)[C:20]1[CH:25]=[CH:24][CH:23]=[CH:22][CH:21]=1. (2) Given the reactants [CH2:1]1[C:9]2[C:4](=[CH:5][CH:6]=[CH:7][CH:8]=2)[CH2:3][NH:2]1.Cl[CH2:11][C:12]([NH:14][CH2:15][CH2:16][CH:17]([C:24]1[CH:29]=[CH:28][CH:27]=[CH:26][CH:25]=1)[C:18]1[CH:23]=[CH:22][CH:21]=[CH:20][CH:19]=1)=[O:13].[I-].CCN(CC)CC, predict the reaction product. The product is: [CH2:1]1[C:9]2[C:4](=[CH:5][CH:6]=[CH:7][CH:8]=2)[CH2:3][N:2]1[CH2:11][C:12]([NH:14][CH2:15][CH2:16][CH:17]([C:24]1[CH:29]=[CH:28][CH:27]=[CH:26][CH:25]=1)[C:18]1[CH:19]=[CH:20][CH:21]=[CH:22][CH:23]=1)=[O:13].